From a dataset of Reaction yield outcomes from USPTO patents with 853,638 reactions. Predict the reaction yield, written as a fraction of the theoretical maximum amount of product (1.0 means a 100% yield; for example, 0.34 means a 34% yield). The reactants are [Si]([O:18][CH:19]1[CH2:23][CH2:22][N:21]([C:24]2[CH:29]=[CH:28][CH:27]=[CH:26][C:25]=2[S:30]([NH:33][C:34]2[S:35][CH:36]=[CH:37][N:38]=2)(=[O:32])=[O:31])[C:20]1=[O:39])(C(C)(C)C)(C1C=CC=CC=1)C1C=CC=CC=1.[F-].C([N+](CCCC)(CCCC)CCCC)CCC.O. The catalyst is C1COCC1. The product is [OH:18][CH:19]1[CH2:23][CH2:22][N:21]([C:24]2[CH:29]=[CH:28][CH:27]=[CH:26][C:25]=2[S:30]([NH:33][C:34]2[S:35][CH:36]=[CH:37][N:38]=2)(=[O:31])=[O:32])[C:20]1=[O:39]. The yield is 0.760.